From a dataset of Full USPTO retrosynthesis dataset with 1.9M reactions from patents (1976-2016). Predict the reactants needed to synthesize the given product. (1) Given the product [CH3:38][N:35]1[CH2:34][CH2:33][CH:32]([CH2:31][O:30][C:27]2[CH:26]=[N:25][C:24]([C:20]3[CH:19]=[C:18]([CH:23]=[CH:22][CH:21]=3)[CH2:17][N:12]3[C:13](=[O:16])[CH:14]=[CH:15][C:10]([C:6]4[CH:5]=[C:4]([CH:9]=[CH:8][CH:7]=4)[C:1]([NH2:2])=[O:3])=[N:11]3)=[N:29][CH:28]=2)[CH2:37][CH2:36]1, predict the reactants needed to synthesize it. The reactants are: [C:1]([C:4]1[CH:5]=[C:6]([C:10]2[CH:15]=[CH:14][C:13](=[O:16])[N:12]([CH2:17][C:18]3[CH:19]=[C:20]([C:24]4[N:29]=[CH:28][C:27]([O:30][CH2:31][CH:32]5[CH2:37][CH2:36][N:35]([C:38](OC(C)(C)C)=O)[CH2:34][CH2:33]5)=[CH:26][N:25]=4)[CH:21]=[CH:22][CH:23]=3)[N:11]=2)[CH:7]=[CH:8][CH:9]=1)(=[O:3])[NH2:2].C=O. (2) The reactants are: C[Si]([N-][Si](C)(C)C)(C)C.[Li+].[CH3:11][C:12]1[CH:17]=[CH:16][C:15]([CH2:18][C:19]([O:21][CH2:22][CH3:23])=[O:20])=[CH:14][CH:13]=1.[O:24]1[CH2:29][CH2:28][C:27](=[O:30])[CH2:26][CH2:25]1.C(O)(=O)CC(CC(O)=O)(C(O)=O)O. Given the product [OH:30][C:27]1([CH:18]([C:15]2[CH:14]=[CH:13][C:12]([CH3:11])=[CH:17][CH:16]=2)[C:19]([O:21][CH2:22][CH3:23])=[O:20])[CH2:28][CH2:29][O:24][CH2:25][CH2:26]1, predict the reactants needed to synthesize it. (3) Given the product [CH3:34][N:12]1[CH2:11][CH2:10][C:9]([CH2:15][NH:16][C:17]([NH:19][C:20]2[C:21]([CH:29]([CH3:31])[CH3:30])=[CH:22][CH:23]=[CH:24][C:25]=2[CH:26]([CH3:27])[CH3:28])=[O:18])([C:5]2[CH:6]=[CH:7][CH:8]=[C:3]([O:2][CH3:1])[CH:4]=2)[CH2:14][CH2:13]1, predict the reactants needed to synthesize it. The reactants are: [CH3:1][O:2][C:3]1[CH:4]=[C:5]([C:9]2([CH2:15][NH:16][C:17]([NH:19][C:20]3[C:25]([CH:26]([CH3:28])[CH3:27])=[CH:24][CH:23]=[CH:22][C:21]=3[CH:29]([CH3:31])[CH3:30])=[O:18])[CH2:14][CH2:13][NH:12][CH2:11][CH2:10]2)[CH:6]=[CH:7][CH:8]=1.C=O.[C:34]([BH3-])#N.[Na+].O. (4) Given the product [C:4]([CH2:6][CH2:7][NH:8][C:9](=[O:27])[C:10]1[CH:15]=[CH:14][C:13](/[CH:16]=[CH:17]/[C:18]2[C:26]3[C:21](=[CH:22][CH:23]=[CH:24][CH:25]=3)[NH:20][N:19]=2)=[CH:12][CH:11]=1)([OH:5])=[O:3], predict the reactants needed to synthesize it. The reactants are: C([O:3][C:4]([CH2:6][CH2:7][NH:8][C:9](=[O:27])[C:10]1[CH:15]=[CH:14][C:13](/[CH:16]=[CH:17]/[C:18]2[C:26]3[C:21](=[CH:22][CH:23]=[CH:24][CH:25]=3)[NH:20][N:19]=2)=[CH:12][CH:11]=1)=[O:5])C.[OH-].[Na+]. (5) Given the product [CH3:9][C@H:10]1[CH2:11][CH2:12][C@H:13]([C:16]([N:18]([CH:28]([CH3:30])[CH3:29])[C:19]2[CH:23]=[C:22]([B:31]([OH:34])[OH:32])[S:21][C:20]=2[C:24]([O:26][CH3:27])=[O:25])=[O:17])[CH2:14][CH2:15]1, predict the reactants needed to synthesize it. The reactants are: [Li+].CC([N-]C(C)C)C.[CH3:9][C@H:10]1[CH2:15][CH2:14][C@H:13]([C:16]([N:18]([CH:28]([CH3:30])[CH3:29])[C:19]2[CH:23]=[CH:22][S:21][C:20]=2[C:24]([O:26][CH3:27])=[O:25])=[O:17])[CH2:12][CH2:11]1.[B:31](OC)([O:34]C)[O:32]C. (6) Given the product [CH:33]1([CH2:32][S:25][C:15]2[N:14]([C:4]3[CH:5]=[CH:6][C:7]([O:8][CH2:9][C:10]([F:11])([F:12])[F:13])=[C:2]([F:1])[CH:3]=3)[C:19](=[O:20])[C:18]3[CH2:21][C:22](=[O:24])[NH:23][C:17]=3[N:16]=2)[CH2:35][CH2:34]1, predict the reactants needed to synthesize it. The reactants are: [F:1][C:2]1[CH:3]=[C:4]([N:14]2[C:19](=[O:20])[C:18]3[CH2:21][C:22](=[O:24])[NH:23][C:17]=3[NH:16][C:15]2=[S:25])[CH:5]=[CH:6][C:7]=1[O:8][CH2:9][C:10]([F:13])([F:12])[F:11].C(=O)([O-])O.[Na+].Br[CH2:32][CH:33]1[CH2:35][CH2:34]1.C(#N)C. (7) The reactants are: [C:1]([O:5][C:6](=[O:32])[N:7]([CH:9]1[CH2:14][CH2:13][CH:12]([NH:15][CH2:16][C:17]2[CH:22]=[C:21]([C:23]3[CH:28]=[CH:27][N:26]=[C:25]([CH3:29])[CH:24]=3)[CH:20]=[CH:19][C:18]=2[O:30][CH3:31])[CH2:11][CH2:10]1)[CH3:8])([CH3:4])([CH3:3])[CH3:2].[Cl:33][C:34]1[C:35]2[C:45]([F:46])=[CH:44][CH:43]=[CH:42][C:36]=2[S:37][C:38]=1[C:39](Cl)=[O:40]. Given the product [C:1]([O:5][C:6](=[O:32])[N:7]([CH:9]1[CH2:10][CH2:11][CH:12]([N:15]([C:39]([C:38]2[S:37][C:36]3[CH:42]=[CH:43][CH:44]=[C:45]([F:46])[C:35]=3[C:34]=2[Cl:33])=[O:40])[CH2:16][C:17]2[CH:22]=[C:21]([C:23]3[CH:28]=[CH:27][N:26]=[C:25]([CH3:29])[CH:24]=3)[CH:20]=[CH:19][C:18]=2[O:30][CH3:31])[CH2:13][CH2:14]1)[CH3:8])([CH3:4])([CH3:3])[CH3:2], predict the reactants needed to synthesize it. (8) Given the product [C:19]([O:23][C:24](=[O:35])[CH2:25][C@H:26]([NH:34][S:15]([C:10]1[CH:11]=[CH:12][CH:13]=[CH:14][C:9]=1[O:8][CH2:1][C:2]1[CH:7]=[CH:6][CH:5]=[CH:4][CH:3]=1)(=[O:17])=[O:16])[CH:27]([O:31][CH2:32][CH3:33])[O:28][CH2:29][CH3:30])([CH3:21])([CH3:20])[CH3:22], predict the reactants needed to synthesize it. The reactants are: [CH2:1]([O:8][C:9]1[CH:14]=[CH:13][CH:12]=[CH:11][C:10]=1[S:15](Cl)(=[O:17])=[O:16])[C:2]1[CH:7]=[CH:6][CH:5]=[CH:4][CH:3]=1.[C:19]([O:23][C:24](=[O:35])[CH2:25][C@H:26]([NH2:34])[CH:27]([O:31][CH2:32][CH3:33])[O:28][CH2:29][CH3:30])([CH3:22])([CH3:21])[CH3:20].N1C=CC=CC=1. (9) Given the product [CH3:8][C:5]1[CH:6]=[CH:7][C:2]([C:12]2[CH:17]=[CH:16][C:15]([N:18]3[CH:22]=[CH:21][CH:20]=[N:19]3)=[CH:14][CH:13]=2)=[CH:3][CH:4]=1, predict the reactants needed to synthesize it. The reactants are: B(O)(O)[C:2]1[CH:3]=[CH:4][C:5]([CH3:8])=[CH:6][CH:7]=1.Br[C:12]1[CH:17]=[CH:16][C:15]([N:18]2[CH:22]=[CH:21][CH:20]=[N:19]2)=[CH:14][CH:13]=1.CC#N.C(=O)([O-])[O-].[Na+].[Na+].